This data is from Full USPTO retrosynthesis dataset with 1.9M reactions from patents (1976-2016). The task is: Predict the reactants needed to synthesize the given product. (1) Given the product [Br:1][C:2]1[CH:10]=[CH:9][C:5]([C:6]([Cl:20])=[O:7])=[CH:4][C:3]=1[CH3:11], predict the reactants needed to synthesize it. The reactants are: [Br:1][C:2]1[CH:10]=[CH:9][C:5]([C:6](O)=[O:7])=[CH:4][C:3]=1[CH3:11].CN(C=O)C.C(Cl)(=O)C([Cl:20])=O. (2) Given the product [Br:6][C:7]1[N:8]=[C:9]2[N:13]([C:14]=1[S:2]([Cl:1])(=[O:5])=[O:3])[CH:12]=[CH:11][S:10]2, predict the reactants needed to synthesize it. The reactants are: [Cl:1][S:2]([OH:5])(=O)=[O:3].[Br:6][C:7]1[N:8]=[C:9]2[N:13]([CH:14]=1)[CH:12]=[CH:11][S:10]2.Cl.[OH-].[Na+]. (3) Given the product [OH:38][C:10]([CH2:9][CH2:8][CH2:7][CH2:6][C@H:4]1[C@@H:3]2[C@@H:2]([NH:35][C:33]([NH:32]2)=[O:34])[CH2:1][S:5]1)=[O:11], predict the reactants needed to synthesize it. The reactants are: [CH2:1]1[S:5][C@@H:4]([CH2:6][CH2:7][CH2:8][CH2:9][C:10](NCCCCCC(ON2C(=O)C(S([O-])(=O)=O)CC2=O)=O)=[O:11])[C@H:3]2[NH:32][C:33]([NH:35][C@@H:2]12)=[O:34].[Na+].C(=O)([O-])[O-:38].[Na+].[Na+]. (4) Given the product [CH3:1][C:2]1([CH3:21])[O:6][C@H:5]2[C@H:7]([N:12]3[CH:20]=[N:19][C:18]4[C:13]3=[N:14][CH:15]=[N:16][CH:17]=4)[O:8][C@H:9]([CH2:10][NH:11][CH:29]([CH3:31])[CH3:30])[C@H:4]2[O:3]1, predict the reactants needed to synthesize it. The reactants are: [CH3:1][C:2]1([CH3:21])[O:6][C@H:5]2[C@H:7]([N:12]3[CH:20]=[N:19][C:18]4[C:13]3=[N:14][CH:15]=[N:16][CH:17]=4)[O:8][C@H:9]([CH2:10][NH2:11])[C@H:4]2[O:3]1.C([O-])([O-])=O.[K+].[K+].I[CH:29]([CH3:31])[CH3:30]. (5) Given the product [C:24]([O:23][C:22]([N:21]([C:7]1[C:6]([CH3:37])([CH3:36])[S:5](=[O:38])(=[O:39])[CH:4]([CH2:1][CH2:2][OH:41])[C@:9]([C:11]2[CH:16]=[C:15]([N+:17]([O-:19])=[O:18])[CH:14]=[CH:13][C:12]=2[F:20])([CH3:10])[N:8]=1)[C:29](=[O:30])[O:31][C:32]([CH3:34])([CH3:33])[CH3:35])=[O:28])([CH3:25])([CH3:26])[CH3:27], predict the reactants needed to synthesize it. The reactants are: [CH2:1]([CH:4]1[C@:9]([C:11]2[CH:16]=[C:15]([N+:17]([O-:19])=[O:18])[CH:14]=[CH:13][C:12]=2[F:20])([CH3:10])[N:8]=[C:7]([N:21]([C:29]([O:31][C:32]([CH3:35])([CH3:34])[CH3:33])=[O:30])[C:22](=[O:28])[O:23][C:24]([CH3:27])([CH3:26])[CH3:25])[C:6]([CH3:37])([CH3:36])[S:5]1(=[O:39])=[O:38])[CH:2]=C.C(=O)(O)[O-:41].[Na+].C(Cl)Cl.[BH4-].[Na+]. (6) Given the product [CH3:1][O:2][C:3](=[O:12])[C:4]1[CH:9]=[CH:8][C:7]([CH2:10][P:17]2(=[O:20])[O:18][CH2:19][C:14]([CH3:21])([CH3:13])[CH2:15][O:16]2)=[CH:6][CH:5]=1, predict the reactants needed to synthesize it. The reactants are: [CH3:1][O:2][C:3](=[O:12])[C:4]1[CH:9]=[CH:8][C:7]([CH2:10]Br)=[CH:6][CH:5]=1.[CH3:13][C:14]1([CH3:21])[CH2:19][O:18][PH:17](=[O:20])[O:16][CH2:15]1.CN(C)C(N(C)C)=N. (7) Given the product [CH3:35][C:36]1([CH3:44])[O:40][C@@H:39]([CH2:41][O:42][NH:43][C:11]([C:9]2[O:10][C:3]3[C:2]([Br:1])=[CH:7][N:6]=[CH:5][C:4]=3[C:8]=2[NH:14][C:15]2[CH:20]=[CH:19][C:18]([I:21])=[CH:17][C:16]=2[F:22])=[O:13])[CH2:38][O:37]1, predict the reactants needed to synthesize it. The reactants are: [Br:1][C:2]1[C:3]2[O:10][C:9]([C:11]([OH:13])=O)=[C:8]([NH:14][C:15]3[CH:20]=[CH:19][C:18]([I:21])=[CH:17][C:16]=3[F:22])[C:4]=2[CH:5]=[N:6][CH:7]=1.C(C1NC=CN=1)(C1NC=CN=1)=O.[CH3:35][C:36]1([CH3:44])[O:40][C@@H:39]([CH2:41][O:42][NH2:43])[CH2:38][O:37]1. (8) Given the product [Br:16][CH2:17][CH2:18][CH2:19][N:1]1[CH:5]=[C:4]([C:6]([O:8][CH2:9][CH3:10])=[O:7])[CH:3]=[C:2]1[C:11]([O:13][CH2:14][CH3:15])=[O:12], predict the reactants needed to synthesize it. The reactants are: [NH:1]1[CH:5]=[C:4]([C:6]([O:8][CH2:9][CH3:10])=[O:7])[CH:3]=[C:2]1[C:11]([O:13][CH2:14][CH3:15])=[O:12].[Br:16][CH2:17][CH2:18][CH2:19]Br.C(=O)([O-])[O-].[K+].[K+]. (9) Given the product [C:17]([O:16][C:14]([NH:5][C:4]1[CH:6]=[CH:7][CH:8]=[C:2]([F:1])[C:3]=1[N+:9]([O-:11])=[O:10])=[O:15])([CH3:20])([CH3:19])[CH3:18], predict the reactants needed to synthesize it. The reactants are: [F:1][C:2]1[C:3]([N+:9]([O-:11])=[O:10])=[C:4]([CH:6]=[CH:7][CH:8]=1)[NH2:5].[H-].[Na+].[C:14](O[C:14]([O:16][C:17]([CH3:20])([CH3:19])[CH3:18])=[O:15])([O:16][C:17]([CH3:20])([CH3:19])[CH3:18])=[O:15].O. (10) Given the product [CH3:9][O:8][C:7]1[CH:10]=[CH:11][C:3]([CH:2]=[O:1])=[CH:4][C:5]=1[O:6][CH2:23][CH2:24][C:25]#[C:26][CH2:27][CH2:28][CH2:29][CH3:30], predict the reactants needed to synthesize it. The reactants are: [O:1]=[CH:2][C:3]1[CH:11]=[CH:10][C:7]([O:8][CH3:9])=[C:5]([OH:6])[CH:4]=1.CC1C=CC(S(O[CH2:23][CH2:24][C:25]#[C:26][CH2:27][CH2:28][CH2:29][CH3:30])(=O)=O)=CC=1.